Dataset: NCI-60 drug combinations with 297,098 pairs across 59 cell lines. Task: Regression. Given two drug SMILES strings and cell line genomic features, predict the synergy score measuring deviation from expected non-interaction effect. (1) Drug 1: C1=CC(=CC=C1C#N)C(C2=CC=C(C=C2)C#N)N3C=NC=N3. Synergy scores: CSS=-2.78, Synergy_ZIP=0.703, Synergy_Bliss=-3.19, Synergy_Loewe=-3.20, Synergy_HSA=-4.79. Cell line: HCT-15. Drug 2: CC=C1C(=O)NC(C(=O)OC2CC(=O)NC(C(=O)NC(CSSCCC=C2)C(=O)N1)C(C)C)C(C)C. (2) Drug 1: CCC1(CC2CC(C3=C(CCN(C2)C1)C4=CC=CC=C4N3)(C5=C(C=C6C(=C5)C78CCN9C7C(C=CC9)(C(C(C8N6C)(C(=O)OC)O)OC(=O)C)CC)OC)C(=O)OC)O.OS(=O)(=O)O. Drug 2: C1=CC=C(C(=C1)C(C2=CC=C(C=C2)Cl)C(Cl)Cl)Cl. Cell line: HCT116. Synergy scores: CSS=9.81, Synergy_ZIP=0.361, Synergy_Bliss=12.2, Synergy_Loewe=-6.06, Synergy_HSA=2.01. (3) Drug 1: CC1=C2C(C(=O)C3(C(CC4C(C3C(C(C2(C)C)(CC1OC(=O)C(C(C5=CC=CC=C5)NC(=O)OC(C)(C)C)O)O)OC(=O)C6=CC=CC=C6)(CO4)OC(=O)C)OC)C)OC. Drug 2: CC1=C(C=C(C=C1)C(=O)NC2=CC(=CC(=C2)C(F)(F)F)N3C=C(N=C3)C)NC4=NC=CC(=N4)C5=CN=CC=C5. Cell line: HCT-15. Synergy scores: CSS=63.8, Synergy_ZIP=21.6, Synergy_Bliss=19.8, Synergy_Loewe=-30.1, Synergy_HSA=17.9. (4) Drug 1: C1CCC(C1)C(CC#N)N2C=C(C=N2)C3=C4C=CNC4=NC=N3. Drug 2: CN1CCC(CC1)COC2=C(C=C3C(=C2)N=CN=C3NC4=C(C=C(C=C4)Br)F)OC. Cell line: HCT-15. Synergy scores: CSS=8.79, Synergy_ZIP=-1.94, Synergy_Bliss=-0.307, Synergy_Loewe=-11.2, Synergy_HSA=-1.51. (5) Drug 1: CCC1=CC2CC(C3=C(CN(C2)C1)C4=CC=CC=C4N3)(C5=C(C=C6C(=C5)C78CCN9C7C(C=CC9)(C(C(C8N6C)(C(=O)OC)O)OC(=O)C)CC)OC)C(=O)OC.C(C(C(=O)O)O)(C(=O)O)O. Drug 2: CC1=C(C=C(C=C1)NC(=O)C2=CC=C(C=C2)CN3CCN(CC3)C)NC4=NC=CC(=N4)C5=CN=CC=C5. Cell line: A498. Synergy scores: CSS=19.1, Synergy_ZIP=1.15, Synergy_Bliss=6.08, Synergy_Loewe=-15.9, Synergy_HSA=3.64. (6) Drug 1: CC1C(C(CC(O1)OC2CC(CC3=C2C(=C4C(=C3O)C(=O)C5=C(C4=O)C(=CC=C5)OC)O)(C(=O)CO)O)N)O.Cl. Drug 2: CN(C)C1=NC(=NC(=N1)N(C)C)N(C)C. Cell line: MCF7. Synergy scores: CSS=0.402, Synergy_ZIP=1.17, Synergy_Bliss=3.21, Synergy_Loewe=0.624, Synergy_HSA=0.756. (7) Drug 1: CC1=C(C(CCC1)(C)C)C=CC(=CC=CC(=CC(=O)O)C)C. Drug 2: C1=CC=C(C=C1)NC(=O)CCCCCCC(=O)NO. Cell line: OVCAR-4. Synergy scores: CSS=5.35, Synergy_ZIP=-1.43, Synergy_Bliss=1.89, Synergy_Loewe=-6.83, Synergy_HSA=-1.51. (8) Drug 1: C1=C(C(=O)NC(=O)N1)F. Drug 2: C1=CC(=CC=C1CC(C(=O)O)N)N(CCCl)CCCl.Cl. Cell line: UACC-257. Synergy scores: CSS=27.7, Synergy_ZIP=5.33, Synergy_Bliss=10.6, Synergy_Loewe=7.90, Synergy_HSA=8.28. (9) Drug 1: CC1=C(C=C(C=C1)NC2=NC=CC(=N2)N(C)C3=CC4=NN(C(=C4C=C3)C)C)S(=O)(=O)N.Cl. Drug 2: CNC(=O)C1=NC=CC(=C1)OC2=CC=C(C=C2)NC(=O)NC3=CC(=C(C=C3)Cl)C(F)(F)F. Cell line: UACC-257. Synergy scores: CSS=33.9, Synergy_ZIP=3.15, Synergy_Bliss=4.31, Synergy_Loewe=3.11, Synergy_HSA=3.08. (10) Drug 1: C1CNP(=O)(OC1)N(CCCl)CCCl. Drug 2: C1CN(P(=O)(OC1)NCCCl)CCCl. Cell line: OVCAR-8. Synergy scores: CSS=-0.682, Synergy_ZIP=0.227, Synergy_Bliss=-0.292, Synergy_Loewe=-0.770, Synergy_HSA=-1.05.